Binary Classification. Given a T-cell receptor sequence (or CDR3 region) and an epitope sequence, predict whether binding occurs between them. From a dataset of TCR-epitope binding with 47,182 pairs between 192 epitopes and 23,139 TCRs. (1) The epitope is TLIGDCATV. The TCR CDR3 sequence is CASRHSGSPYEQYF. Result: 1 (the TCR binds to the epitope). (2) The epitope is YIFFASFYY. The TCR CDR3 sequence is CASSEFGQGFYEQYF. Result: 0 (the TCR does not bind to the epitope). (3) The epitope is LLQTGIHVRVSQPSL. The TCR CDR3 sequence is CASSFGAIETQYF. Result: 1 (the TCR binds to the epitope). (4) The epitope is VSFIEFVGW. The TCR CDR3 sequence is CASSSARTGANYGYTF. Result: 1 (the TCR binds to the epitope). (5) The epitope is GLCTLVAML. The TCR CDR3 sequence is CASSTDRAAQPQHF. Result: 1 (the TCR binds to the epitope). (6) The epitope is PKYVKQNTLKLAT. The TCR CDR3 sequence is CASSQGPGTVHEKLFF. Result: 0 (the TCR does not bind to the epitope). (7) The TCR CDR3 sequence is CSARTDRGGQSEAFF. Result: 1 (the TCR binds to the epitope). The epitope is NLVPMVATV.